From a dataset of Reaction yield outcomes from USPTO patents with 853,638 reactions. Predict the reaction yield, written as a fraction of the theoretical maximum amount of product (1.0 means a 100% yield; for example, 0.34 means a 34% yield). (1) The catalyst is C1COCC1.O. The reactants are [F:1][C:2]1[C:7]2=[N:8][O:9][C:10]([CH3:11])=[C:6]2[CH:5]=[C:4]([C:12]([O:14]C)=[O:13])[C:3]=1[NH:16][C:17]1[CH:22]=[CH:21][C:20]([I:23])=[CH:19][C:18]=1[F:24].[Li+].[OH-]. The product is [F:1][C:2]1[C:7]2=[N:8][O:9][C:10]([CH3:11])=[C:6]2[CH:5]=[C:4]([C:12]([OH:14])=[O:13])[C:3]=1[NH:16][C:17]1[CH:22]=[CH:21][C:20]([I:23])=[CH:19][C:18]=1[F:24]. The yield is 1.00. (2) The reactants are [CH2:1]([N:8]1[C:13](=[O:14])[C:12]2[C:15]([CH3:18])=[N:16][O:17][C:11]=2[N:10]=[C:9]1[CH:19](Br)[CH2:20][CH3:21])[C:2]1[CH:7]=[CH:6][CH:5]=[CH:4][CH:3]=1.[NH2:23][CH2:24][CH2:25][C:26]#[N:27]. The catalyst is CCO. The product is [CH2:1]([N:8]1[C:13](=[O:14])[C:12]2[C:15]([CH3:18])=[N:16][O:17][C:11]=2[N:10]=[C:9]1[CH:19]([NH:27][CH2:26][CH2:25][C:24]#[N:23])[CH2:20][CH3:21])[C:2]1[CH:7]=[CH:6][CH:5]=[CH:4][CH:3]=1. The yield is 0.620. (3) The yield is 0.260. The product is [O:15]=[C:7]1[NH:8][C:9]2[CH:14]=[CH:13][C:12]([S:1]([Cl:5])(=[O:3])=[O:2])=[CH:11][C:10]=2[O:6]1. The catalyst is O. The reactants are [S:1]([Cl:5])(=O)(=[O:3])[OH:2].[O:6]1[C:10]2[CH:11]=[CH:12][CH:13]=[CH:14][C:9]=2[NH:8][C:7]1=[O:15]. (4) The yield is 0.500. The reactants are [Cl:1][C:2]1[C:10]([C:11]([C:14]#[N:15])([CH3:13])[CH3:12])=[CH:9][CH:8]=[CH:7][C:3]=1[C:4]([OH:6])=O.C(Cl)(=O)C(Cl)=O.CN(C)C=O.[NH2:27][C:28]1[CH:29]=[C:30]([CH:49]=[CH:50][C:51]=1[F:52])[O:31][C:32]1[CH:46]=[CH:45][C:35]2[N:36]=[C:37]([NH:39][C:40]([CH:42]3[CH2:44][CH2:43]3)=[O:41])[S:38][C:34]=2[C:33]=1[C:47]#[N:48]. The catalyst is O1CCCC1.C(OCC)(=O)C. The product is [Cl:1][C:2]1[C:10]([C:11]([C:14]#[N:15])([CH3:13])[CH3:12])=[CH:9][CH:8]=[CH:7][C:3]=1[C:4]([NH:27][C:28]1[CH:29]=[C:30]([O:31][C:32]2[CH:46]=[CH:45][C:35]3[N:36]=[C:37]([NH:39][C:40]([CH:42]4[CH2:44][CH2:43]4)=[O:41])[S:38][C:34]=3[C:33]=2[C:47]#[N:48])[CH:49]=[CH:50][C:51]=1[F:52])=[O:6]. (5) The reactants are [CH2:1]([O:8][C:9]1[CH:14]=[C:13]([O:15][CH2:16][C:17]2[CH:22]=[CH:21][CH:20]=[CH:19][CH:18]=2)[C:12]([Cl:23])=[CH:11][C:10]=1[C:24]1[C:28]([I:29])=[CH:27][NH:26][N:25]=1)[C:2]1[CH:7]=[CH:6][CH:5]=[CH:4][CH:3]=1.C(=O)([O-])[O-].[Cs+].[Cs+].[CH3:36][Si:37]([CH3:44])([CH3:43])[CH2:38][CH2:39][O:40][CH2:41]Cl. The catalyst is CN(C=O)C. The product is [CH2:1]([O:8][C:9]1[CH:14]=[C:13]([O:15][CH2:16][C:17]2[CH:22]=[CH:21][CH:20]=[CH:19][CH:18]=2)[C:12]([Cl:23])=[CH:11][C:10]=1[C:24]1[C:28]([I:29])=[CH:27][N:26]([CH2:41][O:40][CH2:39][CH2:38][Si:37]([CH3:44])([CH3:43])[CH3:36])[N:25]=1)[C:2]1[CH:7]=[CH:6][CH:5]=[CH:4][CH:3]=1. The yield is 0.800. (6) The reactants are [C:1]([O:5][C:6]([N:8]1[C:16]2[C:11](=[CH:12][C:13]([NH2:17])=[CH:14][CH:15]=2)[CH2:10][CH2:9]1)=[O:7])([CH3:4])([CH3:3])[CH3:2].Br[CH2:19][CH2:20][CH2:21][CH2:22][C:23](Cl)=[O:24].C1COCC1.CC(C)([O-])C.[K+]. The catalyst is O. The product is [O:24]=[C:23]1[CH2:22][CH2:21][CH2:20][CH2:19][N:17]1[C:13]1[CH:12]=[C:11]2[C:16](=[CH:15][CH:14]=1)[N:8]([C:6]([O:5][C:1]([CH3:4])([CH3:2])[CH3:3])=[O:7])[CH2:9][CH2:10]2. The yield is 0.500. (7) The reactants are [CH3:1][S:2]([C:5]1[S:13][C:12]2[C:7](=[N:8][CH:9]=[CH:10][C:11]=2[O:14][C:15]2[CH:20]=[CH:19][C:18]([NH2:21])=[CH:17][C:16]=2[F:22])[CH:6]=1)(=[O:4])=[O:3].[C:23]1([CH2:29][C:30]([N:32]=[C:33]=[S:34])=[O:31])[CH:28]=[CH:27][CH:26]=[CH:25][CH:24]=1. The catalyst is C1COCC1.CO. The product is [CH3:1][S:2]([C:5]1[S:13][C:12]2[C:7](=[N:8][CH:9]=[CH:10][C:11]=2[O:14][C:15]2[CH:20]=[CH:19][C:18]([NH:21][C:33]([NH:32][C:30](=[O:31])[CH2:29][C:23]3[CH:24]=[CH:25][CH:26]=[CH:27][CH:28]=3)=[S:34])=[CH:17][C:16]=2[F:22])[CH:6]=1)(=[O:3])=[O:4]. The yield is 0.310. (8) The reactants are C([O:3][C:4]([C@H:6]1[C@@H:11]([N:12]([C:18](=[O:37])[CH2:19][C:20]2[NH:25][C:24]3[CH:26]=[CH:27][C:28]([NH:30][S:31]([CH3:34])(=[O:33])=[O:32])=[CH:29][C:23]=3[S:22](=[O:36])(=[O:35])[N:21]=2)[CH2:13][CH2:14][CH:15]([CH3:17])[CH3:16])[C@H:10]2[CH2:38][C@@H:7]1[CH2:8][CH2:9]2)=O)C.[O-]CC.[Na+].Cl. The catalyst is C(O)C. The product is [OH:3][C:4]1[C@H:6]2[C@H:11]([C@H:10]3[CH2:38][C@@H:7]2[CH2:8][CH2:9]3)[N:12]([CH2:13][CH2:14][CH:15]([CH3:17])[CH3:16])[C:18](=[O:37])[C:19]=1[C:20]1[NH:25][C:24]2[CH:26]=[CH:27][C:28]([NH:30][S:31]([CH3:34])(=[O:32])=[O:33])=[CH:29][C:23]=2[S:22](=[O:36])(=[O:35])[N:21]=1. The yield is 0.561. (9) The reactants are [NH2:1][CH:2]([CH2:12][C:13]1[CH:18]=[CH:17][C:16]([C:19]([F:22])([F:21])[F:20])=[CH:15][CH:14]=1)[CH:3]([C:5]1[CH:10]=[CH:9][C:8]([F:11])=[CH:7][CH:6]=1)[OH:4].[N:23]1[C:32]2[C:27](=[CH:28][CH:29]=[CH:30][C:31]=2[C:33](O)=[O:34])[CH:26]=[CH:25][CH:24]=1.Cl.C(N=C=NCCCN(C)C)C.ON1C2C=CC=CC=2N=N1. The catalyst is C(#N)C.O. The product is [F:11][C:8]1[CH:9]=[CH:10][C:5]([CH:3]([OH:4])[CH:2]([NH:1][C:33]([C:31]2[CH:30]=[CH:29][CH:28]=[C:27]3[C:32]=2[N:23]=[CH:24][CH:25]=[CH:26]3)=[O:34])[CH2:12][C:13]2[CH:18]=[CH:17][C:16]([C:19]([F:22])([F:20])[F:21])=[CH:15][CH:14]=2)=[CH:6][CH:7]=1. The yield is 0.240.